Dataset: Forward reaction prediction with 1.9M reactions from USPTO patents (1976-2016). Task: Predict the product of the given reaction. (1) Given the reactants [F:1][C:2]1[CH:7]=[CH:6][CH:5]=[CH:4][C:3]=1[N:8]1[C:12]([C:13]2[CH:18]=[CH:17][CH:16]=[CH:15][C:14]=2[C:19]2[CH:24]=[CH:23][CH:22]=[CH:21][C:20]=2[OH:25])=[N:11][N:10]=[N:9]1.[CH3:26]OC1C=CC=CC=1B(O)O, predict the reaction product. The product is: [F:1][C:2]1[CH:7]=[CH:6][CH:5]=[CH:4][C:3]=1[N:8]1[C:12]([C:13]2[CH:18]=[CH:17][CH:16]=[CH:15][C:14]=2[C:19]2[CH:24]=[CH:23][CH:22]=[CH:21][C:20]=2[O:25][CH3:26])=[N:11][N:10]=[N:9]1. (2) Given the reactants [NH:1]1[C:5]2[CH:6]=[CH:7][CH:8]=[CH:9][C:4]=2[N:3]=[C:2]1[CH2:10][O:11][C:12]1[C:19]([O:20][CH3:21])=[CH:18][C:15]([CH:16]=[O:17])=[C:14]([F:22])[CH:13]=1.[H-].[Na+].Br[CH2:26][CH3:27].O, predict the reaction product. The product is: [CH2:26]([N:1]1[C:5]2[CH:6]=[CH:7][CH:8]=[CH:9][C:4]=2[N:3]=[C:2]1[CH2:10][O:11][C:12]1[C:19]([O:20][CH3:21])=[CH:18][C:15]([CH:16]=[O:17])=[C:14]([F:22])[CH:13]=1)[CH3:27].